From a dataset of Blood-brain barrier permeability classification from the B3DB database. Regression/Classification. Given a drug SMILES string, predict its absorption, distribution, metabolism, or excretion properties. Task type varies by dataset: regression for continuous measurements (e.g., permeability, clearance, half-life) or binary classification for categorical outcomes (e.g., BBB penetration, CYP inhibition). Dataset: b3db_classification. (1) The compound is CC(=O)Oc1ccccc1C(=O)O. The result is 1 (penetrates BBB). (2) The drug is CCCCC(F)(F)C1(O)CCC2C(CC(=O)C2CCCCCCC(=O)O)O1. The result is 0 (does not penetrate BBB). (3) The compound is CC1CC2C3CC(F)C4=CC(=O)C=CC4(C)C3(Cl)C(O)CC2(C)C1C(=O)COC(=O)C(C)(C)C. The result is 1 (penetrates BBB). (4) The drug is CCCC1OC2CC3C4CC(F)C5=CC(=O)C=CC5(C)C4(F)C(O)CC3(C)C2(C(=O)OC(C)OC(=O)OCC)O1. The result is 1 (penetrates BBB). (5) The drug is Cc1nnc(SCC2=C(C(=O)O)N3C(=O)[C@@H](NC(=O)[C@H](O)c4ccccc4)[C@H]3SC2)s1. The result is 0 (does not penetrate BBB). (6) The drug is CC(=O)C1(O)C(C)CC2C3CCC4=CC(=O)C=CC4(C)C3(F)C(O)CC21C. The result is 1 (penetrates BBB). (7) The compound is CC(C)NNC(=O)c1ccncc1. The result is 1 (penetrates BBB). (8) The drug is NCCC(O)C(=O)NC1CC(N)C(OC2OC(CN)CCC2N)C(O)C1OC1OC(CO)C(O)C(N)C1O. The result is 0 (does not penetrate BBB).